The task is: Binary Classification. Given a T-cell receptor sequence (or CDR3 region) and an epitope sequence, predict whether binding occurs between them.. This data is from TCR-epitope binding with 47,182 pairs between 192 epitopes and 23,139 TCRs. The epitope is KRWIILGLNK. The TCR CDR3 sequence is CASSHLDRGSGELFF. Result: 0 (the TCR does not bind to the epitope).